This data is from NCI-60 drug combinations with 297,098 pairs across 59 cell lines. The task is: Regression. Given two drug SMILES strings and cell line genomic features, predict the synergy score measuring deviation from expected non-interaction effect. (1) Drug 1: COC1=C2C(=CC3=C1OC=C3)C=CC(=O)O2. Drug 2: C1CNP(=O)(OC1)N(CCCl)CCCl. Cell line: MDA-MB-231. Synergy scores: CSS=-3.73, Synergy_ZIP=0.234, Synergy_Bliss=-4.50, Synergy_Loewe=-6.09, Synergy_HSA=-7.89. (2) Drug 1: C1=NC2=C(N=C(N=C2N1C3C(C(C(O3)CO)O)F)Cl)N. Drug 2: CC1C(C(CC(O1)OC2CC(CC3=C2C(=C4C(=C3O)C(=O)C5=CC=CC=C5C4=O)O)(C(=O)C)O)N)O. Cell line: SW-620. Synergy scores: CSS=41.2, Synergy_ZIP=-7.89, Synergy_Bliss=-7.59, Synergy_Loewe=-4.29, Synergy_HSA=-2.35. (3) Drug 1: CC1OCC2C(O1)C(C(C(O2)OC3C4COC(=O)C4C(C5=CC6=C(C=C35)OCO6)C7=CC(=C(C(=C7)OC)O)OC)O)O. Drug 2: COC1=NC(=NC2=C1N=CN2C3C(C(C(O3)CO)O)O)N. Cell line: MOLT-4. Synergy scores: CSS=94.9, Synergy_ZIP=4.60, Synergy_Bliss=4.21, Synergy_Loewe=3.62, Synergy_HSA=7.74. (4) Drug 1: C#CCC(CC1=CN=C2C(=N1)C(=NC(=N2)N)N)C3=CC=C(C=C3)C(=O)NC(CCC(=O)O)C(=O)O. Drug 2: CCN(CC)CCCC(C)NC1=C2C=C(C=CC2=NC3=C1C=CC(=C3)Cl)OC. Cell line: HOP-92. Synergy scores: CSS=36.9, Synergy_ZIP=-12.0, Synergy_Bliss=-4.38, Synergy_Loewe=-0.464, Synergy_HSA=-0.148.